This data is from Forward reaction prediction with 1.9M reactions from USPTO patents (1976-2016). The task is: Predict the product of the given reaction. (1) Given the reactants [OH:1][CH2:2][CH2:3][NH:4][C:5](=O)[CH2:6][CH2:7][O:8][CH2:9][CH2:10][C:11]1[CH:16]=[CH:15][CH:14]=[CH:13][CH:12]=1, predict the reaction product. The product is: [CH2:9]([O:8][CH2:7][CH2:6][CH2:5][NH:4][CH2:3][CH2:2][OH:1])[CH2:10][C:11]1[CH:16]=[CH:15][CH:14]=[CH:13][CH:12]=1. (2) The product is: [N:1]1[CH:6]=[CH:5][CH:4]=[C:3]([CH2:7][N:8]2[CH2:13][CH2:12][N:11]([CH2:26][C:25]3[CH:28]=[CH:29][C:22]([F:21])=[CH:23][CH:24]=3)[CH2:10][C:9]2=[O:14])[C:2]=1[C:15]1[CH:20]=[CH:19][N:18]=[CH:17][CH:16]=1. Given the reactants [N:1]1[CH:6]=[CH:5][CH:4]=[C:3]([CH2:7][N:8]2[CH2:13][CH2:12][NH:11][CH2:10][C:9]2=[O:14])[C:2]=1[C:15]1[CH:20]=[CH:19][N:18]=[CH:17][CH:16]=1.[F:21][C:22]1[CH:29]=[CH:28][C:25]([CH:26]=O)=[CH:24][CH:23]=1.[Na].C(=O)([O-])[O-].[Na+].[Na+], predict the reaction product.